Task: Predict the reactants needed to synthesize the given product.. Dataset: Full USPTO retrosynthesis dataset with 1.9M reactions from patents (1976-2016) (1) Given the product [CH2:28]([N:3]([CH2:1][CH3:2])[C:4](=[O:27])[C:5]1[CH:10]=[CH:9][C:8]([C@H:11]([C:18]2[CH:23]=[CH:22][CH:21]=[C:20]([N+:24]([O-:26])=[O:25])[CH:19]=2)[N:12]2[CH2:17][CH2:16][NH:15][CH2:14][CH2:13]2)=[CH:7][CH:6]=1)[CH3:29], predict the reactants needed to synthesize it. The reactants are: [CH2:1]([N:3]([CH2:28][CH3:29])[C:4](=[O:27])[C:5]1[CH:10]=[CH:9][C:8]([CH:11]([C:18]2[CH:23]=[CH:22][CH:21]=[C:20]([N+:24]([O-:26])=[O:25])[CH:19]=2)[N:12]2[CH2:17][CH2:16][NH:15][CH2:14][CH2:13]2)=[CH:7][CH:6]=1)[CH3:2].C1(C)C=CC(C([C@](C(O)=O)(O)[C@](C(C2C=CC(C)=CC=2)=O)(O)C(O)=O)=O)=CC=1. (2) Given the product [OH:5][C:6]1[C:7]([C:16]([OH:18])=[O:17])=[CH:8][C:9]2[C:14]([C:15]=1[I:3])=[CH:13][CH:12]=[CH:11][CH:10]=2, predict the reactants needed to synthesize it. The reactants are: [OH-].[Na+].[I-:3].[Na+].[OH:5][C:6]1[C:7]([C:16]([OH:18])=[O:17])=[CH:8][C:9]2[C:14]([CH:15]=1)=[CH:13][CH:12]=[CH:11][CH:10]=2.Cl[O-].[Na+].S([O-])([O-])(=O)=S.[Na+].[Na+].Cl. (3) Given the product [Cl:28][C:25]1[CH:24]=[CH:23][C:22]([CH:17]([NH:16][C:9](=[O:10])[O:11][C:12]([CH3:13])([CH3:14])[CH3:15])[CH2:18][CH2:19][CH2:20][OH:21])=[CH:27][CH:26]=1, predict the reactants needed to synthesize it. The reactants are: [C:9](O[C:9]([O:11][C:12]([CH3:15])([CH3:14])[CH3:13])=[O:10])([O:11][C:12]([CH3:15])([CH3:14])[CH3:13])=[O:10].[NH2:16][CH:17]([C:22]1[CH:27]=[CH:26][C:25]([Cl:28])=[CH:24][CH:23]=1)[CH2:18][CH2:19][CH2:20][OH:21]. (4) Given the product [Cl:1][C:2]1[CH:7]=[CH:6][CH:5]=[CH:4][C:3]=1[C:8]1[C:12]([CH:13]([OH:14])[C:15]2[CH:16]=[CH:17][C:18]([O:21][CH:22]3[CH2:23][N:24]([CH2:26][CH2:27][CH3:28])[CH2:25]3)=[CH:19][CH:20]=2)=[C:11]([C:29]2[CH:30]=[CH:31][C:32]([OH:35])=[CH:33][CH:34]=2)[O:10][N:9]=1, predict the reactants needed to synthesize it. The reactants are: [Cl:1][C:2]1[CH:7]=[CH:6][CH:5]=[CH:4][C:3]=1[C:8]1[C:12]([C:13]([C:15]2[CH:20]=[CH:19][C:18]([O:21][CH:22]3[CH2:25][N:24]([CH2:26][CH2:27][CH3:28])[CH2:23]3)=[CH:17][CH:16]=2)=[O:14])=[C:11]([C:29]2[CH:34]=[CH:33][C:32]([OH:35])=[CH:31][CH:30]=2)[O:10][N:9]=1.[BH4-].[Na+].O. (5) Given the product [CH3:1][O:2][C:3](=[O:22])[C@@H:4]([NH:14][C:15]([C:41]1([NH:40][C:38]([O:37][CH2:30][C:31]2[CH:36]=[CH:35][CH:34]=[CH:33][CH:32]=2)=[O:39])[CH2:42][CH2:43]1)=[O:17])[CH2:5][C:6]1[CH:7]=[CH:8][C:9]([O:12][CH3:13])=[CH:10][CH:11]=1, predict the reactants needed to synthesize it. The reactants are: [CH3:1][O:2][C:3](=[O:22])[C@@H:4]([NH:14][C:15]([O:17]C(C)(C)C)=O)[CH2:5][C:6]1[CH:11]=[CH:10][C:9]([O:12][CH3:13])=[CH:8][CH:7]=1.C(O)(C(F)(F)F)=O.[CH2:30]([O:37][C:38]([NH:40][C:41]1(C(O)=O)[CH2:43][CH2:42]1)=[O:39])[C:31]1[CH:36]=[CH:35][CH:34]=[CH:33][CH:32]=1.CN(C(ON1N=NC2C=CC=NC1=2)=[N+](C)C)C.F[P-](F)(F)(F)(F)F.C(N(CC)C(C)C)(C)C. (6) Given the product [F:26][C:25]1[N:24]([CH3:27])[N:23]=[C:22]([CH3:28])[C:21]=1[B:11]1[O:15][C:14]([CH3:17])([CH3:16])[C:13]([CH3:19])([CH3:18])[O:12]1, predict the reactants needed to synthesize it. The reactants are: CN1C(C(F)(F)F)=C([B:11]2[O:15][C:14]([CH3:17])([CH3:16])[C:13]([CH3:19])([CH3:18])[O:12]2)C=N1.Br[C:21]1[C:22]([CH3:28])=[N:23][N:24]([CH3:27])[C:25]=1[F:26]. (7) The reactants are: [CH3:1][C:2]1[CH:7]=[CH:6][N:5]=[CH:4][C:3]=1[N:8]1[CH2:12][CH2:11][NH:10][C:9]1=[O:13].Br[C:15]1[C:23]2[C:18](=[CH:19][CH:20]=[CH:21][CH:22]=2)[N:17]([S:24]([C:27]2[CH:32]=[CH:31][C:30]([CH3:33])=[CH:29][CH:28]=2)(=[O:26])=[O:25])[CH:16]=1.N[C@@H]1CCCC[C@H]1N.P([O-])([O-])([O-])=O.[K+].[K+].[K+]. Given the product [CH3:1][C:2]1[CH:7]=[CH:6][N:5]=[CH:4][C:3]=1[N:8]1[CH2:12][CH2:11][N:10]([C:15]2[C:23]3[C:18](=[CH:19][CH:20]=[CH:21][CH:22]=3)[N:17]([S:24]([C:27]3[CH:32]=[CH:31][C:30]([CH3:33])=[CH:29][CH:28]=3)(=[O:26])=[O:25])[CH:16]=2)[C:9]1=[O:13], predict the reactants needed to synthesize it.